Dataset: CYP2C19 inhibition data for predicting drug metabolism from PubChem BioAssay. Task: Regression/Classification. Given a drug SMILES string, predict its absorption, distribution, metabolism, or excretion properties. Task type varies by dataset: regression for continuous measurements (e.g., permeability, clearance, half-life) or binary classification for categorical outcomes (e.g., BBB penetration, CYP inhibition). Dataset: cyp2c19_veith. (1) The molecule is COC(=O)C/C=C\[C@H](C)[C@@H](OC)c1ccccc1Br. The result is 0 (non-inhibitor). (2) The result is 1 (inhibitor). The drug is O=C1/C(=C\c2ccccn2)SC(=S)N1Nc1ncc(C(F)(F)F)cc1Cl.